From a dataset of Retrosynthesis with 50K atom-mapped reactions and 10 reaction types from USPTO. Predict the reactants needed to synthesize the given product. (1) Given the product Cc1cc(C2(c3cccc(-c4cncc(Cl)c4)c3)N=C(N)c3c(F)cccc32)cn(C)c1=O, predict the reactants needed to synthesize it. The reactants are: Cc1cc(C2(c3cccc(Br)c3)N=C(N)c3c(F)cccc32)cn(C)c1=O.OB(O)c1cncc(Cl)c1. (2) Given the product CCOC(=O)C=C[C@@H]1Cc2ccccc2C2(C1)OCCO2, predict the reactants needed to synthesize it. The reactants are: CCOC(=O)C=P(c1ccccc1)(c1ccccc1)c1ccccc1.O=C[C@@H]1Cc2ccccc2C2(C1)OCCO2. (3) Given the product CCc1ccc(Cn2c(=O)n(C3CCNCC3)c(=O)c3sc(-c4ccccc4)cc32)s1, predict the reactants needed to synthesize it. The reactants are: CCc1ccc(Cn2c(=O)n(C3CCN(C(=O)OC(C)(C)C)CC3)c(=O)c3sc(-c4ccccc4)cc32)s1. (4) Given the product CCOC(=O)NC1(CN2CCN(S(=O)(=O)c3ccc(Br)cc3)CC2=O)CCN(c2ccnc(C)c2)CC1, predict the reactants needed to synthesize it. The reactants are: CCOC(=O)NC1(CN2CCNCC2=O)CCN(c2ccnc(C)c2)CC1.O=S(=O)(Cl)c1ccc(Br)cc1. (5) Given the product CCOC(=O)Cc1ccncc1N, predict the reactants needed to synthesize it. The reactants are: CCOC(=O)Cc1ccncc1[N+](=O)[O-]. (6) The reactants are: Nc1ccc(Cl)c(Cl)c1.O=C(O)c1ccc(F)c([N+](=O)[O-])c1. Given the product O=C(Nc1ccc(Cl)c(Cl)c1)c1ccc(F)c([N+](=O)[O-])c1, predict the reactants needed to synthesize it. (7) The reactants are: CS(=O)(=O)c1ccc2nc(-c3cccc(C(F)(F)F)c3)c(CN3CCC(=O)CC3)c(C(=O)N[C@H](c3ccccc3)C(F)(F)F)c2c1.C[C@H]1CCCN1. Given the product C[C@@H]1CCCN1C1CCN(Cc2c(-c3cccc(C(F)(F)F)c3)nc3ccc(S(C)(=O)=O)cc3c2C(=O)N[C@H](c2ccccc2)C(F)(F)F)CC1, predict the reactants needed to synthesize it. (8) Given the product COc1ccc(C2CC3(CCCCC3)N(CC(=O)O)C2=O)cc1, predict the reactants needed to synthesize it. The reactants are: CCOC(=O)CN1C(=O)C(c2ccc(OC)cc2)CC12CCCCC2.